From a dataset of Reaction yield outcomes from USPTO patents with 853,638 reactions. Predict the reaction yield, written as a fraction of the theoretical maximum amount of product (1.0 means a 100% yield; for example, 0.34 means a 34% yield). (1) The catalyst is C(O)(C(F)(F)F)=O. The reactants are [CH3:1][O:2][C:3]1[CH:8]=[CH:7][C:6]([CH2:9][N:10]2[C:14]3=[N:15][CH:16]=[N:17][C:18]4[N:22](CC5C=CC(OC)=CC=5)[CH:21]=[N:20][C:19]=4[C:13]3=[N:12][C:11]2=[O:32])=[CH:5][CH:4]=1.[CH3:33][O:34][C:35]1[CH:40]=[CH:39][CH:38]=[C:37]([O:41][CH3:42])[C:36]=1[O:43][CH3:44]. The yield is 0.800. The product is [CH3:33][O:34][C:35]1[C:36]([O:43][CH3:44])=[C:37]([O:41][CH3:42])[CH:38]=[CH:39][C:40]=1[C:13]12[NH:12][C:11](=[O:32])[N:10]([CH2:9][C:6]3[CH:7]=[CH:8][C:3]([O:2][CH3:1])=[CH:4][CH:5]=3)[C:14]1=[N:15][CH:16]=[N:17][C:18]1[NH:22][CH:21]=[N:20][C:19]=12. (2) The reactants are [O:1]=[C:2]1[CH2:5][CH:4](C(O)=O)[CH2:3]1.CC[N:11]([CH:15](C)C)C(C)C.C1C=CC(P(N=[N+]=[N-])(C2C=CC=CC=2)=[O:25])=CC=1.[CH2:35]([OH:42])[C:36]1[CH:41]=[CH:40][CH:39]=[CH:38][CH:37]=1. The catalyst is C1(C)C=CC=CC=1. The product is [CH2:35]([O:42][C:15](=[O:25])[NH:11][CH:4]1[CH2:3][C:2](=[O:1])[CH2:5]1)[C:36]1[CH:41]=[CH:40][CH:39]=[CH:38][CH:37]=1. The yield is 0.500. (3) The reactants are [C:1]([C:5]1[CH:12]=[CH:11][C:8]([CH:9]=O)=[CH:7][CH:6]=1)([CH3:4])([CH3:3])[CH3:2].[CH2:13]([CH2:15][NH2:16])[OH:14].[BH4-].[Na+]. No catalyst specified. The product is [C:1]([C:5]1[CH:12]=[CH:11][C:8]([CH2:9][NH:16][CH2:15][CH2:13][OH:14])=[CH:7][CH:6]=1)([CH3:4])([CH3:3])[CH3:2]. The yield is 0.930. (4) The reactants are [OH:1][C@@H:2]1[CH2:6][N:5](C(OCC2C=CC=CC=2)=O)[C@@H:4]([CH:17]([CH3:19])[CH3:18])[CH2:3]1.[CH3:32][C:31]([O:30][C:28](O[C:28]([O:30][C:31]([CH3:34])([CH3:33])[CH3:32])=[O:29])=[O:29])([CH3:34])[CH3:33]. The catalyst is CCO.[Pd]. The product is [OH:1][C@@H:2]1[CH2:6][N:5]([C:28]([O:30][C:31]([CH3:32])([CH3:33])[CH3:34])=[O:29])[C@@H:4]([CH:17]([CH3:19])[CH3:18])[CH2:3]1. The yield is 1.00. (5) The reactants are [H-].[Na+].[CH2:3]([O:10][C:11]1[CH:12]=[C:13]([NH:22][C:23]([O:25][C:26]([CH3:29])([CH3:28])[CH3:27])=[O:24])[C:14]([I:21])=[C:15]2[C:20]=1[N:19]=[CH:18][CH:17]=[CH:16]2)[C:4]1[CH:9]=[CH:8][CH:7]=[CH:6][CH:5]=1.Br[CH2:31][CH2:32][CH:33]([O:36][CH3:37])[O:34][CH3:35].P([O-])([O-])([O-])=O. The catalyst is CCCCC.CN(C=O)C. The product is [CH2:3]([O:10][C:11]1[CH:12]=[C:13]([N:22]([C:23]([O:25][C:26]([CH3:29])([CH3:28])[CH3:27])=[O:24])[CH2:31][CH2:32][CH:33]([O:36][CH3:37])[O:34][CH3:35])[C:14]([I:21])=[C:15]2[C:20]=1[N:19]=[CH:18][CH:17]=[CH:16]2)[C:4]1[CH:5]=[CH:6][CH:7]=[CH:8][CH:9]=1. The yield is 0.830. (6) The reactants are [C:1]([O:7][CH2:8][CH3:9])(=[O:6])[CH2:2][C:3]([CH3:5])=[O:4].Br[CH2:11][CH2:12][CH2:13][CH2:14][CH2:15][CH2:16][CH2:17][CH2:18][CH2:19][CH3:20].C(=O)([O-])[O-].[K+].[K+]. The catalyst is CC(C)=O. The product is [CH2:11]([CH:2]([C:3]([CH3:5])=[O:4])[C:1]([O:7][CH2:8][CH3:9])=[O:6])[CH2:12][CH2:13][CH2:14][CH2:15][CH2:16][CH2:17][CH2:18][CH2:19][CH3:20]. The yield is 0.290. (7) The reactants are [CH3:1][O:2][C:3]1[CH:4]=[CH:5][C:6]2[C:10]([O:11][C:12]3[CH:17]=[CH:16][C:15](/[CH:18]=[CH:19]/[C:20]([O:22][CH3:23])=[O:21])=[CH:14][CH:13]=3)=[C:9]([C:24]3[CH:29]=[CH:28][C:27]([O:30][CH3:31])=[CH:26][CH:25]=3)[S:8](=O)[C:7]=2[CH:33]=1.C1(P(C2C=CC=CC=2)C2C=CC=CC=2)C=CC=CC=1.[Si](Cl)(C)(C)C. The catalyst is C1COCC1. The product is [CH3:1][O:2][C:3]1[CH:4]=[CH:5][C:6]2[C:10]([O:11][C:12]3[CH:17]=[CH:16][C:15](/[CH:18]=[CH:19]/[C:20]([O:22][CH3:23])=[O:21])=[CH:14][CH:13]=3)=[C:9]([C:24]3[CH:25]=[CH:26][C:27]([O:30][CH3:31])=[CH:28][CH:29]=3)[S:8][C:7]=2[CH:33]=1. The yield is 0.570. (8) The reactants are [N+:1]([C:4]1[CH:8]=[CH:7][NH:6][N:5]=1)([O-:3])=[O:2].[H-].[Na+].Br[CH:12]([OH:15])[CH2:13][CH3:14]. The catalyst is CN(C)C=O. The product is [N+:1]([C:4]1[CH:8]=[CH:7][N:6]([CH2:14][CH2:13][CH2:12][OH:15])[N:5]=1)([O-:3])=[O:2]. The yield is 0.480. (9) The reactants are [Br:1][C:2]1[CH:3]=[C:4]([S:9]([NH:12][CH:13]2[CH2:16][CH2:15][CH2:14]2)(=[O:11])=[O:10])[C:5](Cl)=[N:6][CH:7]=1.[CH3:17][O-:18].[Na+]. The catalyst is C1COCC1.CO. The product is [Br:1][C:2]1[CH:3]=[C:4]([S:9]([NH:12][CH:13]2[CH2:16][CH2:15][CH2:14]2)(=[O:11])=[O:10])[C:5]([O:18][CH3:17])=[N:6][CH:7]=1. The yield is 0.560.